From a dataset of Full USPTO retrosynthesis dataset with 1.9M reactions from patents (1976-2016). Predict the reactants needed to synthesize the given product. (1) Given the product [O:13]1[CH2:14][CH2:15][N:10]([C:4]2[CH:5]=[C:6]([N:10]3[CH2:15][CH2:14][O:13][CH2:12][CH2:11]3)[N:7]=[C:2]([NH2:1])[N:3]=2)[CH2:11][CH2:12]1, predict the reactants needed to synthesize it. The reactants are: [NH2:1][C:2]1[N:7]=[C:6](Cl)[CH:5]=[C:4](Cl)[N:3]=1.[NH:10]1[CH2:15][CH2:14][O:13][CH2:12][CH2:11]1. (2) The reactants are: [N:1]1[C:10]2C(=C[CH:7]=[CH:8][CH:9]=2)C=CC=1.[Br-:11].[CH3:12][O:13][N:14]=[C:15]([C:23]1[CH:28]=[CH:27][C:26](C)=[CH:25][CH:24]=1)[CH2:16][N+:17]1[CH:22]=[CH:21][CH:20]=[CH:19][CH:18]=1. Given the product [Br-:11].[CH3:12][O:13][N:14]=[C:15]([C:23]1[CH:24]=[CH:25][C:26]([N:1]2[CH2:7][CH2:8][CH2:9][CH2:10]2)=[CH:27][CH:28]=1)[CH2:16][N+:17]1[C:18]2[C:19](=[CH:7][CH:8]=[CH:9][CH:10]=2)[CH:20]=[CH:21][CH:22]=1, predict the reactants needed to synthesize it. (3) The reactants are: [NH2:1][C@H:2]1[CH2:6][N:5]([CH3:7])[CH2:4][C@H:3]1[NH:8][C:9](=[O:12])[CH:10]=[CH2:11].N[C@H]1CCC[C@H]1NC(=O)C=C.Cl[C:25]1[N:30]=[C:29]([C:31]2[NH:39][C:38]3[CH2:37][CH2:36][N:35](C(OC(C)(C)C)=O)[C:34](=[O:47])[C:33]=3[CH:32]=2)[CH:28]=[CH:27][N:26]=1. Given the product [CH3:7][N:5]1[CH2:6][C@H:2]([NH:1][C:25]2[N:30]=[C:29]([C:31]3[NH:39][C:38]4[CH2:37][CH2:36][NH:35][C:34](=[O:47])[C:33]=4[CH:32]=3)[CH:28]=[CH:27][N:26]=2)[C@H:3]([NH:8][C:9](=[O:12])[CH:10]=[CH2:11])[CH2:4]1, predict the reactants needed to synthesize it. (4) Given the product [CH2:17]([C:2]1[CH:8]=[C:7]([F:9])[CH:6]=[CH:5][C:3]=1[NH2:4])[CH:16]=[CH2:15], predict the reactants needed to synthesize it. The reactants are: Br[C:2]1[CH:8]=[C:7]([F:9])[CH:6]=[CH:5][C:3]=1[NH2:4].CN(C)C=O.[CH2:15]([Sn](CCCC)(CCCC)CCCC)[CH:16]=[CH2:17]. (5) Given the product [CH2:14]([C:18]1[C:19]([OH:29])=[C:20]([C:23]([CH3:28])=[CH:24][C:25]=1[O:26][CH3:27])[CH:21]=[O:22])[CH2:15][CH2:16][CH3:17], predict the reactants needed to synthesize it. The reactants are: BrC1C(OC)=C(C)C(O)=C(C=1)C=O.[CH2:14]([C:18]1[C:19]([O:29]C)=[C:20]([C:23]([CH3:28])=[CH:24][C:25]=1[O:26][CH3:27])[CH:21]=[O:22])[CH2:15][CH2:16][CH3:17].B(Cl)(Cl)Cl.C(Cl)Cl. (6) The reactants are: [C:1](#[N:8])[C:2]1[CH:7]=[CH:6][CH:5]=[CH:4][CH:3]=1.S(=O)(=O)(O)[OH:10].[CH2:14]([C:16]1[CH:21]=[CH:20][CH:19]=[C:18]([CH2:22][C:23]([CH3:25])=[CH2:24])[CH:17]=1)[CH3:15]. Given the product [CH2:14]([C:16]1[CH:17]=[C:18]([CH2:22][C:23]([NH:8][C:1](=[O:10])[C:2]2[CH:7]=[CH:6][CH:5]=[CH:4][CH:3]=2)([CH3:25])[CH3:24])[CH:19]=[CH:20][CH:21]=1)[CH3:15], predict the reactants needed to synthesize it. (7) Given the product [Br:1][C:2]1[CH:3]=[CH:4][C:5]([C:8]2[CH2:12][C@@H:11]([CH2:13][O:14][CH2:48][C:47]([F:51])([F:50])[F:46])[O:10][N:9]=2)=[N:6][CH:7]=1, predict the reactants needed to synthesize it. The reactants are: [Br:1][C:2]1[CH:3]=[CH:4][C:5]([C:8]2[CH2:12][C@@H:11]([CH2:13][OH:14])[O:10][N:9]=2)=[N:6][CH:7]=1.C1CCN(C(/N=N/C(N2CCCCC2)=O)=O)CC1.C(P(CCCC)CCCC)CCC.[F:46][C:47]([F:51])([F:50])[CH2:48]O. (8) Given the product [F:1][C:2]1[CH:7]=[CH:6][C:5]([S:8]([NH:23][CH2:22][C:21]2[CH:20]=[CH:19][C:18]([C:14]3[S:13][CH:17]=[CH:16][N:15]=3)=[CH:25][CH:24]=2)(=[O:10])=[O:9])=[CH:4][CH:3]=1, predict the reactants needed to synthesize it. The reactants are: [F:1][C:2]1[CH:7]=[CH:6][C:5]([S:8](Cl)(=[O:10])=[O:9])=[CH:4][CH:3]=1.Cl.[S:13]1[CH:17]=[CH:16][N:15]=[C:14]1[C:18]1[CH:25]=[CH:24][C:21]([CH2:22][NH2:23])=[CH:20][CH:19]=1.Cl.C1(C2N=NC(CN)=CC=2)C=CC=CC=1. (9) The reactants are: Cl.BrC1SC2=NC(N)=CN2C=1.C(OC(NCC(N1CCC[C@H]1C(O)=O)=O)=O)(C)(C)C.[C:31]([O:35][C:36](=[O:64])[NH:37][C@@H:38](C1C=CC=CC=1)[C:39]([N:41]1[CH2:45][CH2:44][CH2:43][C@H:42]1[C:46](=[O:57])[NH:47][C:48]1[N:49]=[C:50]2[N:54]([CH:55]=1)[CH:53]=[C:52]([Br:56])[S:51]2)=[O:40])([CH3:34])([CH3:33])[CH3:32]. Given the product [C:31]([O:35][C:36](=[O:64])[NH:37][CH2:38][C:39]([N:41]1[CH2:45][CH2:44][CH2:43][C@H:42]1[C:46](=[O:57])[NH:47][C:48]1[N:49]=[C:50]2[N:54]([CH:55]=1)[CH:53]=[C:52]([Br:56])[S:51]2)=[O:40])([CH3:34])([CH3:32])[CH3:33], predict the reactants needed to synthesize it.